Dataset: NCI-60 drug combinations with 297,098 pairs across 59 cell lines. Task: Regression. Given two drug SMILES strings and cell line genomic features, predict the synergy score measuring deviation from expected non-interaction effect. (1) Drug 1: C1CN1P(=S)(N2CC2)N3CC3. Drug 2: C1=CN(C(=O)N=C1N)C2C(C(C(O2)CO)O)O.Cl. Cell line: MOLT-4. Synergy scores: CSS=97.6, Synergy_ZIP=0.730, Synergy_Bliss=0.751, Synergy_Loewe=0.990, Synergy_HSA=2.61. (2) Drug 1: CC(CN1CC(=O)NC(=O)C1)N2CC(=O)NC(=O)C2. Drug 2: C1=NC(=NC(=O)N1C2C(C(C(O2)CO)O)O)N. Cell line: SK-MEL-2. Synergy scores: CSS=31.9, Synergy_ZIP=-9.23, Synergy_Bliss=0.206, Synergy_Loewe=0.179, Synergy_HSA=1.40. (3) Drug 1: C1=NC(=NC(=O)N1C2C(C(C(O2)CO)O)O)N. Drug 2: CC1C(C(CC(O1)OC2CC(CC3=C2C(=C4C(=C3O)C(=O)C5=CC=CC=C5C4=O)O)(C(=O)C)O)N)O. Cell line: TK-10. Synergy scores: CSS=56.2, Synergy_ZIP=-3.01, Synergy_Bliss=-2.10, Synergy_Loewe=-1.39, Synergy_HSA=0.0972. (4) Drug 1: CC1=C(C=C(C=C1)NC2=NC=CC(=N2)N(C)C3=CC4=NN(C(=C4C=C3)C)C)S(=O)(=O)N.Cl. Drug 2: N.N.Cl[Pt+2]Cl. Cell line: MALME-3M. Synergy scores: CSS=8.66, Synergy_ZIP=0.0540, Synergy_Bliss=1.92, Synergy_Loewe=-2.12, Synergy_HSA=-1.34. (5) Drug 1: CC12CCC(CC1=CCC3C2CCC4(C3CC=C4C5=CN=CC=C5)C)O. Drug 2: CC(C)(C#N)C1=CC(=CC(=C1)CN2C=NC=N2)C(C)(C)C#N. Cell line: COLO 205. Synergy scores: CSS=-2.16, Synergy_ZIP=2.83, Synergy_Bliss=2.27, Synergy_Loewe=-1.47, Synergy_HSA=-2.22. (6) Drug 1: CC1CCC2CC(C(=CC=CC=CC(CC(C(=O)C(C(C(=CC(C(=O)CC(OC(=O)C3CCCCN3C(=O)C(=O)C1(O2)O)C(C)CC4CCC(C(C4)OC)O)C)C)O)OC)C)C)C)OC. Drug 2: C(CN)CNCCSP(=O)(O)O. Cell line: SW-620. Synergy scores: CSS=-1.04, Synergy_ZIP=11.0, Synergy_Bliss=8.52, Synergy_Loewe=6.11, Synergy_HSA=3.52. (7) Cell line: KM12. Synergy scores: CSS=35.7, Synergy_ZIP=-4.86, Synergy_Bliss=-4.04, Synergy_Loewe=-11.6, Synergy_HSA=-0.864. Drug 2: CC1C(C(CC(O1)OC2CC(CC3=C2C(=C4C(=C3O)C(=O)C5=C(C4=O)C(=CC=C5)OC)O)(C(=O)CO)O)N)O.Cl. Drug 1: CN(CCCl)CCCl.Cl. (8) Drug 1: CC1C(C(CC(O1)OC2CC(OC(C2O)C)OC3=CC4=CC5=C(C(=O)C(C(C5)C(C(=O)C(C(C)O)O)OC)OC6CC(C(C(O6)C)O)OC7CC(C(C(O7)C)O)OC8CC(C(C(O8)C)O)(C)O)C(=C4C(=C3C)O)O)O)O. Drug 2: CCCCC(=O)OCC(=O)C1(CC(C2=C(C1)C(=C3C(=C2O)C(=O)C4=C(C3=O)C=CC=C4OC)O)OC5CC(C(C(O5)C)O)NC(=O)C(F)(F)F)O. Cell line: T-47D. Synergy scores: CSS=68.7, Synergy_ZIP=3.20, Synergy_Bliss=0.217, Synergy_Loewe=-1.06, Synergy_HSA=2.48.